Dataset: Peptide-MHC class I binding affinity with 185,985 pairs from IEDB/IMGT. Task: Regression. Given a peptide amino acid sequence and an MHC pseudo amino acid sequence, predict their binding affinity value. This is MHC class I binding data. (1) The peptide sequence is LSYSQTMLL. The MHC is HLA-A02:02 with pseudo-sequence HLA-A02:02. The binding affinity (normalized) is 0.292. (2) The peptide sequence is GDVELLGTT. The binding affinity (normalized) is 0. The MHC is HLA-B18:01 with pseudo-sequence HLA-B18:01. (3) The peptide sequence is VIPDGFKL. The MHC is H-2-Db with pseudo-sequence H-2-Db. The binding affinity (normalized) is 0. (4) The peptide sequence is FLKEMGGL. The MHC is HLA-A23:01 with pseudo-sequence HLA-A23:01. The binding affinity (normalized) is 0. (5) The peptide sequence is DIVRVFNEY. The binding affinity (normalized) is 0.0847. The MHC is HLA-B07:02 with pseudo-sequence HLA-B07:02. (6) The peptide sequence is RPIVSTQLL. The MHC is HLA-A02:01 with pseudo-sequence HLA-A02:01. The binding affinity (normalized) is 0.0847.